Dataset: Forward reaction prediction with 1.9M reactions from USPTO patents (1976-2016). Task: Predict the product of the given reaction. (1) The product is: [CH3:14][C:15]1[CH:22]=[CH:21][CH:20]=[C:19]([CH3:23])[C:16]=1[CH2:17][N:1]1[C:9]2[C:4](=[CH:5][CH:6]=[C:7]([C:10]([O:12][CH3:13])=[O:11])[CH:8]=2)[CH:3]=[CH:2]1. Given the reactants [NH:1]1[C:9]2[C:4](=[CH:5][CH:6]=[C:7]([C:10]([O:12][CH3:13])=[O:11])[CH:8]=2)[CH:3]=[CH:2]1.[CH3:14][C:15]1[CH:22]=[CH:21][CH:20]=[C:19]([CH3:23])[C:16]=1[CH2:17]Cl.C(N1C2C(=CC=C(C(O)=O)C=2)C=C1)C1C=CC=CC=1, predict the reaction product. (2) The product is: [F:1][C:2]1[CH:3]=[C:4]([C@@H:13]([C:29]2[C:34]([F:35])=[CH:33][CH:32]=[CH:31][N:30]=2)[NH:14][C:15](=[O:28])[NH:16][C:17]2[CH:27]=[CH:26][C:20]([C:21]([OH:23])=[O:22])=[CH:19][CH:18]=2)[CH:5]=[CH:6][C:7]=1[O:8][C:9]([F:10])([F:11])[F:12]. Given the reactants [F:1][C:2]1[CH:3]=[C:4]([C@@H:13]([C:29]2[C:34]([F:35])=[CH:33][CH:32]=[CH:31][N:30]=2)[NH:14][C:15](=[O:28])[NH:16][C:17]2[CH:27]=[CH:26][C:20]([C:21]([O:23]CC)=[O:22])=[CH:19][CH:18]=2)[CH:5]=[CH:6][C:7]=1[O:8][C:9]([F:12])([F:11])[F:10].[Li+].[OH-].Cl, predict the reaction product. (3) Given the reactants [CH3:1][C:2]1([C:5]([NH2:7])=[O:6])[CH2:4][CH2:3]1.C[Si]([N-][Si](C)(C)C)(C)C.[Li+].Cl[C:19]([O:21][C:22]([CH3:24])=[CH2:23])=[O:20], predict the reaction product. The product is: [CH3:1][C:2]1([C:5]([NH:7][C:19](=[O:20])[O:21][C:22]([CH3:24])=[CH2:23])=[O:6])[CH2:4][CH2:3]1. (4) Given the reactants [C:1]1([CH3:8])[CH:6]=[CH:5][CH:4]=[C:3]([CH3:7])[CH:2]=1.[C:9]1(=[O:15])[O:14][C:12](=[O:13])[CH:11]=[CH:10]1.[Cl-].[Al+3].[Cl-].[Cl-].Cl, predict the reaction product. The product is: [CH3:8][C:1]1[CH:2]=[C:3]([CH3:7])[CH:4]=[CH:5][C:6]=1[C:9](=[O:15])/[CH:10]=[CH:11]/[C:12]([OH:14])=[O:13]. (5) Given the reactants [Cl:1][C:2]1[N:3]=[C:4](Cl)[C:5]2[CH2:10][CH2:9][CH:8]([C:11]3[CH:16]=[CH:15][C:14]([O:17][C:18]([F:21])([F:20])[F:19])=[CH:13][CH:12]=3)[C:6]=2[N:7]=1.[NH:23]1[CH2:26][CH2:25][CH2:24]1, predict the reaction product. The product is: [N:23]1([C:4]2[C:5]3[CH2:10][CH2:9][CH:8]([C:11]4[CH:16]=[CH:15][C:14]([O:17][C:18]([F:21])([F:20])[F:19])=[CH:13][CH:12]=4)[C:6]=3[N:7]=[C:2]([Cl:1])[N:3]=2)[CH2:26][CH2:25][CH2:24]1.